This data is from Catalyst prediction with 721,799 reactions and 888 catalyst types from USPTO. The task is: Predict which catalyst facilitates the given reaction. (1) Product: [Br:12][C:13]1[CH:14]=[C:15]([NH:20][C:4](=[O:5])[C:3]2[CH:7]=[CH:8][C:9]([F:11])=[CH:10][C:2]=2[F:1])[C:16]([Cl:19])=[N:17][CH:18]=1. Reactant: [F:1][C:2]1[CH:10]=[C:9]([F:11])[CH:8]=[CH:7][C:3]=1[C:4](Cl)=[O:5].[Br:12][C:13]1[CH:14]=[C:15]([NH2:20])[C:16]([Cl:19])=[N:17][CH:18]=1. The catalyst class is: 22. (2) Reactant: [NH2:1][C:2]1[C:10]2[C:5](=[N:6][C:7]([C:24]3[CH:29]=[CH:28][CH:27]=[CH:26][C:25]=3[OH:30])=[CH:8][C:9]=2[CH:11]2[CH2:16][CH2:15][CH2:14][N:13](C(OC(C)(C)C)=O)[CH2:12]2)[NH:4][N:3]=1.[ClH:31]. The catalyst class is: 12. Product: [ClH:31].[NH2:1][C:2]1[C:10]2[C:5](=[N:6][C:7]([C:24]3[CH:29]=[CH:28][CH:27]=[CH:26][C:25]=3[OH:30])=[CH:8][C:9]=2[CH:11]2[CH2:16][CH2:15][CH2:14][NH:13][CH2:12]2)[NH:4][N:3]=1. (3) Reactant: [CH:1]([C:3]1[CH:4]=[C:5]([C:9]2[CH:17]=[CH:16][C:15]([C:18]([NH2:20])=[O:19])=[C:14]3[C:10]=2[C:11]([CH3:22])=[C:12]([CH3:21])[NH:13]3)[CH:6]=[CH:7][CH:8]=1)=O.[CH3:23][S:24]([CH2:27][C:28]#[N:29])(=[O:26])=[O:25].N12CCCN=C1CCCCC2. Product: [C:28]([C:27]([S:24]([CH3:23])(=[O:26])=[O:25])=[CH:1][C:3]1[CH:4]=[C:5]([C:9]2[CH:17]=[CH:16][C:15]([C:18]([NH2:20])=[O:19])=[C:14]3[C:10]=2[C:11]([CH3:22])=[C:12]([CH3:21])[NH:13]3)[CH:6]=[CH:7][CH:8]=1)#[N:29]. The catalyst class is: 653.